Dataset: Catalyst prediction with 721,799 reactions and 888 catalyst types from USPTO. Task: Predict which catalyst facilitates the given reaction. (1) Reactant: [Br:1][C:2]1[C:3](Cl)=[N:4][CH:5]=[C:6]([CH3:8])[CH:7]=1.[O-:10][CH2:11][CH3:12].[Na+]. Product: [Br:1][C:2]1[C:3]([O:10][CH2:11][CH3:12])=[N:4][CH:5]=[C:6]([CH3:8])[CH:7]=1. The catalyst class is: 40. (2) Reactant: [C:1]1([S:7]([N:10]2[C:14]3=[N:15][CH:16]=[C:17]([C:19]([F:22])([F:21])[F:20])[CH:18]=[C:13]3[CH:12]=[CH:11]2)(=[O:9])=[O:8])[CH:6]=[CH:5][CH:4]=[CH:3][CH:2]=1.[CH2:23]([Li])[CH2:24][CH2:25][CH3:26].[CH3:28][CH2:29][CH2:30]CCC.C1(C=[O:40])CCCC1. Product: [C:1]1([S:7]([N:10]2[C:14]3=[N:15][CH:16]=[C:17]([C:19]([F:21])([F:22])[F:20])[CH:18]=[C:13]3[CH:12]=[C:11]2[CH:23]([OH:40])[CH2:24][CH:25]2[CH2:26][CH2:30][CH2:29][CH2:28]2)(=[O:8])=[O:9])[CH:6]=[CH:5][CH:4]=[CH:3][CH:2]=1. The catalyst class is: 7. (3) The catalyst class is: 16. Reactant: [Br:1][C:2]1[CH:7]=[CH:6][C:5]([C:8]2[C:9]([C:20]3[CH:25]=[CH:24][C:23]([C:26]#[N:27])=[CH:22][C:21]=3[CH3:28])=[C:10]([CH2:13][CH2:14][C:15]([O:17]CC)=[O:16])[S:11][CH:12]=2)=[CH:4][CH:3]=1.[OH-:29].[Na+].OO. Product: [Br:1][C:2]1[CH:3]=[CH:4][C:5]([C:8]2[C:9]([C:20]3[CH:25]=[CH:24][C:23]([C:26](=[O:29])[NH2:27])=[CH:22][C:21]=3[CH3:28])=[C:10]([CH2:13][CH2:14][C:15]([OH:17])=[O:16])[S:11][CH:12]=2)=[CH:6][CH:7]=1. (4) Reactant: CN([CH:4]=[O:5])C.[OH:6][C:7]1[CH:15]=[CH:14][C:10]([C:11]([OH:13])=O)=[CH:9][C:8]=1[N+:16]([O-:18])=[O:17].[C:19](=O)([O-])[O-].[K+].[K+].[CH2:25](I)[CH3:26]. Product: [CH2:25]([O:6][C:7]1[CH:15]=[CH:14][C:10]([C:11]([O:5][CH2:4][CH3:19])=[O:13])=[CH:9][C:8]=1[N+:16]([O-:18])=[O:17])[CH3:26]. The catalyst class is: 69. (5) Reactant: [Cl:1][C:2]1[CH:7]=[CH:6][C:5]([C:8]([C:10]2[C:14]([C:15]3[C:16]([CH3:22])=[N:17][O:18][C:19]=3[CH2:20][OH:21])=[CH:13][N:12]([CH3:23])[N:11]=2)=[O:9])=[CH:4][CH:3]=1.C(N(CC)CC)C.[CH3:31][S:32](Cl)(=[O:34])=[O:33].C(=O)(O)[O-].[Na+]. Product: [CH3:31][S:32]([O:21][CH2:20][C:19]1[O:18][N:17]=[C:16]([CH3:22])[C:15]=1[C:14]1[C:10]([C:8](=[O:9])[C:5]2[CH:6]=[CH:7][C:2]([Cl:1])=[CH:3][CH:4]=2)=[N:11][N:12]([CH3:23])[CH:13]=1)(=[O:34])=[O:33]. The catalyst class is: 2. (6) Reactant: [F:1][C:2]1[CH:10]=[C:9]([CH3:11])[CH:8]=[CH:7][C:3]=1[C:4]([OH:6])=[O:5].[C:12](OC(O[C:12]([CH3:15])([CH3:14])[CH3:13])N(C)C)([CH3:15])([CH3:14])[CH3:13].O. Product: [F:1][C:2]1[CH:10]=[C:9]([CH3:11])[CH:8]=[CH:7][C:3]=1[C:4]([O:6][C:12]([CH3:15])([CH3:14])[CH3:13])=[O:5]. The catalyst class is: 11. (7) Reactant: CS[C:3](=S)[C:4]([O:6][CH2:7][CH3:8])=[O:5].[NH:10]([C:12]([S-:14])=[S:13])[NH2:11].[K+]. Product: [SH:13][C:12]1[S:14][C:3]([C:4]([O:6][CH2:7][CH3:8])=[O:5])=[N:11][N:10]=1. The catalyst class is: 8. (8) Reactant: [CH3:1][C:2]1([CH3:36])[C@@H:32]([OH:33])[CH2:31][CH2:30][C@@:29]2([CH3:34])[C:3]1=[CH:4][CH2:5][C@@H:6]1[C@@H:28]2[CH2:27][CH2:26][C@@:25]2([CH3:35])[C@H:7]1[CH2:8][CH2:9][C@@H:10]2[C@@H:11]([CH2:13][O:14][Si:15]([CH:22]([CH3:24])[CH3:23])([CH:19]([CH3:21])[CH3:20])[CH:16]([CH3:18])[CH3:17])[CH3:12].[C:37]([O:40]C(=O)C)(=[O:39])[CH3:38]. Product: [C:37]([OH:40])(=[O:39])[CH3:38].[CH3:36][C:2]1([CH3:1])[C:32](=[O:33])[CH2:31][CH2:30][C@@:29]2([CH3:34])[C:3]1=[CH:4][CH2:5][C@@H:6]1[C@@H:28]2[CH2:27][CH2:26][C@@:25]2([CH3:35])[C@H:7]1[CH2:8][CH2:9][C@@H:10]2[C@@H:11]([CH2:13][O:14][Si:15]([CH:19]([CH3:21])[CH3:20])([CH:16]([CH3:18])[CH3:17])[CH:22]([CH3:23])[CH3:24])[CH3:12]. The catalyst class is: 17. (9) Reactant: C(OC([N:8]1[CH2:13][CH2:12][N:11]([C:14](=[O:41])[CH2:15][CH2:16][C:17]2[CH:22]=[CH:21][C:20]([C:23]([N:25]3[CH2:34][C:33]4[CH:32]=[N:31][N:30]([CH3:35])[C:29]=4[NH:28][C:27]4[CH:36]=[CH:37][CH:38]=[CH:39][C:26]3=4)=[O:24])=[CH:19][C:18]=2[CH3:40])[CH2:10][CH2:9]1)=O)(C)(C)C.Cl.O1CCOCC1. Product: [CH3:40][C:18]1[CH:19]=[C:20]([C:23]([N:25]2[CH2:34][C:33]3[CH:32]=[N:31][N:30]([CH3:35])[C:29]=3[NH:28][C:27]3[CH:36]=[CH:37][CH:38]=[CH:39][C:26]2=3)=[O:24])[CH:21]=[CH:22][C:17]=1[CH2:16][CH2:15][C:14]([N:11]1[CH2:10][CH2:9][NH:8][CH2:13][CH2:12]1)=[O:41]. The catalyst class is: 5. (10) Reactant: [CH3:1][O:2][C:3]1[CH:11]=[C:10]2[C:6]([CH2:7][N:8]([C:13]3[CH:14]=[C:15]4[C:20](=[CH:21][CH:22]=3)[N+:19]([O-])=[CH:18][CH:17]=[CH:16]4)[C:9]2=[O:12])=[CH:5][CH:4]=1.C(OC(=O)C)(=[O:26])C. Product: [CH3:1][O:2][C:3]1[CH:11]=[C:10]2[C:6]([CH2:7][N:8]([C:13]3[CH:14]=[C:15]4[C:20](=[CH:21][CH:22]=3)[NH:19][C:18](=[O:26])[CH:17]=[CH:16]4)[C:9]2=[O:12])=[CH:5][CH:4]=1. The catalyst class is: 6.